This data is from Full USPTO retrosynthesis dataset with 1.9M reactions from patents (1976-2016). The task is: Predict the reactants needed to synthesize the given product. (1) Given the product [CH2:14]([O:13][C@@H:12]1[C@H:32]([OH:33])[C@@H:34]([CH2:36][OH:37])[O:35][C@H:11]1[N:8]1[C:9]2[N:10]=[C:2]([NH2:1])[NH:3][C:4](=[O:41])[C:5]=2[N:6]=[CH:7]1)[CH2:15][CH2:16][CH2:17][CH2:18][CH2:19][CH2:20][CH2:21][CH2:22][CH2:23][CH2:24][CH2:25][CH2:26][CH2:27][CH2:28][CH2:29][CH2:30][CH3:31], predict the reactants needed to synthesize it. The reactants are: [NH2:1][C:2]1[N:10]=[C:9]2[C:5]([N:6]=[CH:7][N:8]2[C@@H:11]2[O:35][C@H:34]([CH2:36][OH:37])[C@@H:32]([OH:33])[C@H:12]2[O:13][CH2:14][CH2:15][CH2:16][CH2:17][CH2:18][CH2:19][CH2:20][CH2:21][CH2:22][CH2:23][CH2:24][CH2:25][CH2:26][CH2:27][CH2:28][CH2:29][CH2:30][CH3:31])=[C:4](N)[N:3]=1.CS(C)=[O:41].[C@@H]1(N2C3N=CN=C(N)C=3N=C2)O[C@H](CO)[C@@H](O)[C@H]1O. (2) Given the product [CH2:29]([N:36]1[CH:18]=[CH:17][CH:16]([CH2:15][CH:7]2[CH2:6][C:5]3[C:9](=[CH:10][C:11]([O:12][CH3:13])=[C:3]([O:2][CH3:1])[CH:4]=3)[C:8]2=[O:14])[C:25]([S:22]([NH:21][CH3:20])(=[O:24])=[O:23])=[C:26]1[CH3:27])[C:30]1[CH:35]=[CH:34][CH:33]=[CH:32][CH:31]=1, predict the reactants needed to synthesize it. The reactants are: [CH3:1][O:2][C:3]1[CH:4]=[C:5]2[C:9](=[CH:10][C:11]=1[O:12][CH3:13])[C:8](=[O:14])[CH:7]([CH2:15]/[CH:16]=[CH:17]/[CH:18]=O)[CH2:6]2.[CH3:20][NH:21][S:22]([CH2:25][C:26](=O)[CH3:27])(=[O:24])=[O:23].[CH2:29]([NH2:36])[C:30]1[CH:35]=[CH:34][CH:33]=[CH:32][CH:31]=1. (3) Given the product [CH2:1]([O:3][C:4]([CH:6]1[CH2:11][CH2:10][N:9]([CH3:14])[CH2:8][CH2:7]1)=[O:5])[CH3:2], predict the reactants needed to synthesize it. The reactants are: [CH2:1]([O:3][C:4]([CH:6]1[CH2:11][CH2:10][NH:9][CH2:8][CH2:7]1)=[O:5])[CH3:2].C=O.[C:14](O)(=O)C.[BH3-]C#N.[Na+].